From a dataset of Full USPTO retrosynthesis dataset with 1.9M reactions from patents (1976-2016). Predict the reactants needed to synthesize the given product. (1) Given the product [NH2:1][C:4]1[CH:5]=[CH:6][C:7]([C:20]([CH3:23])([CH3:22])[CH3:21])=[C:8]([NH:10][C:11](=[O:19])[CH2:12][N:13]2[CH2:14][CH2:15][CH2:16][CH2:17][CH2:18]2)[CH:9]=1, predict the reactants needed to synthesize it. The reactants are: [N+:1]([C:4]1[CH:5]=[CH:6][C:7]([C:20]([CH3:23])([CH3:22])[CH3:21])=[C:8]([NH:10][C:11](=[O:19])[CH2:12][N:13]2[CH2:18][CH2:17][CH2:16][CH2:15][CH2:14]2)[CH:9]=1)([O-])=O. (2) Given the product [C:37]([O:40][C:34]([NH:31][C:4]1[CH:8]=[CH:9][CH:10]=[C:2]([Br:1])[C:3]=1[F:11])=[O:19])([CH3:39])([CH3:38])[CH3:36], predict the reactants needed to synthesize it. The reactants are: [Br:1][C:2]1[C:3]([F:11])=[C:4]([CH:8]=[CH:9][CH:10]=1)C(O)=O.C1C=CC(P(N=[N+]=[N-])(C2C=CC=CC=2)=[O:19])=CC=1.C([N:31]([CH2:34]C)CC)C.[CH3:36][C:37]([OH:40])([CH3:39])[CH3:38]. (3) The reactants are: [C:1]([O:5][C:6]([NH:8][C@@H:9](CC1C=CC=CC=1)[CH2:10][C@@H:11]1[O:15][C:14]([CH3:17])([CH3:16])[N:13]([C:18]([O:20][CH2:21][C:22]2[CH:27]=[CH:26][CH:25]=[CH:24][CH:23]=2)=[O:19])[C@H:12]1[CH2:28][C:29]1[CH:34]=[CH:33][C:32](OC(=O)C(F)(F)F)=[CH:31][CH:30]=1)=[O:7])([CH3:4])([CH3:3])[CH3:2].[Li+].[Cl-].[CH3:51][N:52]([CH:54]=O)C. Given the product [C:1]([O:5][C:6]([NH:8][C@@H:9]([CH2:21][C:22]1[CH:27]=[CH:26][CH:25]=[CH:24][CH:23]=1)[CH2:10][C@@H:11]1[O:15][C:14]([CH3:16])([CH3:17])[N:13]([C:18]([O:20][CH2:21][C:22]2[CH:27]=[CH:26][CH:25]=[CH:24][CH:23]=2)=[O:19])[C@H:12]1[CH2:28][C:29]1[CH:34]=[CH:33][C:32]([C:2]2[CH:51]=[N:52][CH:54]=[CH:3][CH:1]=2)=[CH:31][CH:30]=1)=[O:7])([CH3:2])([CH3:3])[CH3:4], predict the reactants needed to synthesize it. (4) Given the product [Br:14][C:15]1[CH:16]=[C:17]([N:1]2[C:5]3=[N:6][CH:7]=[CH:8][CH:9]=[C:4]3[C:3]([C:10]([O:12][CH3:13])=[O:11])=[N:2]2)[CH:18]=[C:19]([Cl:21])[CH:20]=1, predict the reactants needed to synthesize it. The reactants are: [NH:1]1[C:5]2=[N:6][CH:7]=[CH:8][CH:9]=[C:4]2[C:3]([C:10]([O:12][CH3:13])=[O:11])=[N:2]1.[Br:14][C:15]1[CH:16]=[C:17](B2OC(C)(C)C(C)(C)O2)[CH:18]=[C:19]([Cl:21])[CH:20]=1. (5) The reactants are: [C:1]1([C:7]2[N:8]=[C:9](/[CH:16]=[CH:17]/[C:18]3[CH:23]=[CH:22][CH:21]=[CH:20][CH:19]=3)[O:10][C:11]=2[CH2:12][CH2:13][C:14]#N)[CH:6]=[CH:5][CH:4]=[CH:3][CH:2]=1.[OH-:24].[Na+].[OH2:26].Cl. Given the product [C:1]1([C:7]2[N:8]=[C:9](/[CH:16]=[CH:17]/[C:18]3[CH:23]=[CH:22][CH:21]=[CH:20][CH:19]=3)[O:10][C:11]=2[CH2:12][CH2:13][C:14]([OH:26])=[O:24])[CH:6]=[CH:5][CH:4]=[CH:3][CH:2]=1, predict the reactants needed to synthesize it.